From a dataset of Drug-target binding data from BindingDB using IC50 measurements. Regression. Given a target protein amino acid sequence and a drug SMILES string, predict the binding affinity score between them. We predict pIC50 (pIC50 = -log10(IC50 in M); higher means more potent). Dataset: bindingdb_ic50. (1) The small molecule is CCCC[C@H](CN(O)C=O)C(=O)[C@@H](NC(=O)Nc1ccccc1)C(C)C. The target protein (Q9I7A8) has sequence MAILNILEFPDPRLRTIAKPVEVVDDAVRQLIDDMFETMYEAPGIGLAATQVNVHKRIVVMDLSEDKSEPRVFINPEFEPLTEDMDQYQEGCLSVPGFYENVDRPQKVRIKALDRDGNPFEEVAEGLLAVCIQHECDHLNGKLFVDYLSTLKRDRIRKKLEKQHRQQA. The pIC50 is 7.3. (2) The small molecule is NC(=O)C1(NC(=O)CCCNc2ccc(Cl)c(Cl)c2)Cc2ccccc2C1. The target protein (P34948) has sequence MSSEKLFRIQCGYQNYDWGKIGSSSAVAQFVHNSDPSITIDETKPYAELWMGTHPSVPSKAIDLNNQTLRDLVTAKPQEYLGESIITKFGSSKELPFLFKVLSIEKVLSIQAHPDKKLGAQLHAADPKNYPDDNHKPEMAIAVTDFEGFCGFKPLDQLAKTLATVPELNEIIGQELVDEFISGIKLPAEVGSQDDVNNRKLLQKVFGKLMNTDDDVIKQQTAKLLERTDREPQVFKDIDSRLPELIQRLNKQFPNDIGLFCGCLLLNHVGLNKGEAMFLQAKDPHAYISGDIIECMAASDNVVRAGFTPKFKDVKNLVEMLTYSYESVEKQKMPLQEFPRSKGDAVKSVLYDPPIAEFSVLQTIFDKSKGGKQVIEGLNGPSIVIATNGKGTIQITGDDSTKQKIDTGYVFFVAPGSSIELTADSANQDQDFTTYRAFVEA. The pIC50 is 4.7. (3) The drug is CN[C@@H](C)C(=O)N[C@H](C(=O)N1c2ncccc2C[C@H]1CNS(=O)(=O)c1ccccc1)C(C)C. The target protein sequence is MRHHHHHHRDHFALDRPSETHADYLLRTGQVVDISDTIYPRNPAMYSEEARLKSFQNWPDYAHLTPRELASAGLYYTGIGDQVQCFACGGKLKNWEPGDRAWSEHRRHEPNCFFVLGRNLNIRSE. The pIC50 is 9.0. (4) The compound is OCCN1C[C@H](O)[C@@H](O)[C@H](O)[C@H]1CO. The pIC50 is 4.3. The target protein (P09848) has sequence MELSWHVVFIALLSFSCWGSDWESDRNFISTAGPLTNDLLHNLSGLLGDQSSNFVAGDKDMYVCHQPLPTFLPEYFSSLHASQITHYKVFLSWAQLLPAGSTQNPDEKTVQCYRRLLKALKTARLQPMVILHHQTLPASTLRRTEAFADLFADYATFAFHSFGDLVGIWFTFSDLEEVIKELPHQESRASQLQTLSDAHRKAYEIYHESYAFQGGKLSVVLRAEDIPELLLEPPISALAQDTVDFLSLDLSYECQNEASLRQKLSKLQTIEPKVKVFIFNLKLPDCPSTMKNPASLLFSLFEAINKDQVLTIGFDINEFLSCSSSSKKSMSCSLTGSLALQPDQQQDHETTDSSPASAYQRIWEAFANQSRAERDAFLQDTFPEGFLWGASTGAFNVEGGWAEGGRGVSIWDPRRPLNTTEGQATLEVASDSYHKVASDVALLCGLRAQVYKFSISWSRIFPMGHGSSPSLPGVAYYNKLIDRLQDAGIEPMATLFHWDL.... (5) The drug is CC(=O)N[C@H]1CSSC[C@@H](C(N)=O)NC(=O)[C@H](CC(=O)O)NC(=O)[C@H](C(C)C)NC(=O)[C@H](C)NC(=O)[C@H](Cc2cnc[nH]2)NC1=O. The target protein (P19022) has sequence MCRIAGALRTLLPLLAALLQASVEASGEIALCKTGFPEDVYSAVLSKDVHEGQPLLNVKFSNCNGKRKVQYESSEPADFKVDEDGMVYAVRSFPLSSEHAKFLIYAQDKETQEKWQVAVKLSLKPTLTEESVKESAEVEEIVFPRQFSKHSGHLQRQKRDWVIPPINLPENSRGPFPQELVRIRSDRDKNLSLRYSVTGPGADQPPTGIFIINPISGQLSVTKPLDREQIARFHLRAHAVDINGNQVENPIDIVINVIDMNDNRPEFLHQVWNGTVPEGSKPGTYVMTVTAIDADDPNALNGMLRYRIVSQAPSTPSPNMFTINNETGDIITVAAGLDREKVQQYTLIIQATDMEGNPTYGLSNTATAVITVTDVNDNPPEFTAMTFYGEVPENRVDIIVANLTVTDKDQPHTPAWNAVYRISGGDPTGRFAIQTDPNSNDGLVTVVKPIDFETNRMFVLTVAAENQVPLAKGIQHPPQSTATVSVTVIDVNENPYFAPN.... The pIC50 is 5.3. (6) The drug is CS(=O)(=O)N1CCN(c2ccc(/C=C/c3cc(Cl)cc(Cn4ccnc4)c3)cc2)CC1. The target protein (P05185) has sequence MWLLLAVFLLTLAYLFWPKTKHSGAKYPRSLPSLPLVGSLPFLPRRGQQHKNFFKLQEKYGPIYSFRLGSKTTVMIGHHQLAREVLLKKGKEFSGRPKVATLDILSDNQKGIAFADHGAHWQLHRKLALNAFALFKDGNLKLEKIINQEANVLCDFLATQHGEAIDLSEPLSLAVTNIISFICFNFSFKNEDPALKAIQNVNDGILEVLSKEVLLDIFPVLKIFPSKAMEKMKGCVQTRNELLNEILEKCQENFSSDSITNLLHILIQAKVNADNNNAGPDQDSKLLSNRHMLATIGDIFGAGVETTTSVIKWIVAYLLHHPSLKKRIQDDIDQIIGFNRTPTISDRNRLVLLEATIREVLRIRPVAPTLIPHKAVIDSSIGDLTIDKGTDVVVNLWALHHSEKEWQHPDLFMPERFLDPTGTQLISPSLSYLPFGAGPRSCVGEMLARQELFLFMSRLLQRFNLEIPDDGKLPSLEGHASLVLQIKPFKVKIEVRQAWK.... The pIC50 is 5.7. (7) The small molecule is CC(C)=CCCSCCC/C(C)=C/CC/C=C(\C)CC/C=C(\C)CCC1OC1(C)C. The target protein (P48450) has sequence MTEGTCLRRRGGPYKTEPATDLTRWRLHNELGRQRWTYYQAEEDPGREQTGLEAHSLGLDTTSYFKNLPKAQTAHEGALNGVTFYAKLQAEDGHWAGDYGGPLFLLPGLLITCHIAHIPLPAGYREEMVRYLRSVQLPDGGWGLHIEDKSTVFGTALSYVSLRILGIGPDDPDLVRARNILHKKGGAVAIPSWGKFWLAVLNVYSWEGINTLFPEMWLLPEWFPAHPSTLWCHCRQVYLPMSYCYATRLSASEDPLVQSLRQELYVEDYASIDWPAQKNNVCPDDMYTPHSWLLHVVYGLLNLYERFHSTSLRKWAIQLLYEHVAADDRFTKCISIGPISKTVNMLIRWSVDGPSSPAFQEHVSRIKDYLWLGLDGMKMQGTNGSQTWDTSFAVQALLEAGAHRRPEFLPCLQKAHEFLRLSQVPDNNPDYQKYYRHMHKGGFPFSTLDCGWIVADCTAEALKAVLLLQERCPSITEHVPRERLYDAVAVLLSMRNSDGG.... The pIC50 is 6.6.